This data is from Catalyst prediction with 721,799 reactions and 888 catalyst types from USPTO. The task is: Predict which catalyst facilitates the given reaction. (1) Reactant: [Cl:1][C:2]1[CH:32]=[CH:31][C:5]([CH2:6][C@@H:7]([NH:12][CH2:13][C@H:14]2[CH2:23][C:22]3[C:17](=[CH:18][CH:19]=[CH:20][CH:21]=3)[CH2:16][N:15]2[C:24]([O:26][C:27]([CH3:30])([CH3:29])[CH3:28])=[O:25])[C:8]([O:10]C)=[O:9])=[CH:4][CH:3]=1.O.[OH-].[Li+].S([O-])([O-])(=O)=O.[K+].[K+]. Product: [C:27]([O:26][C:24]([N:15]1[C@@H:14]([CH2:13][NH:12][C@@H:7]([C:8]([OH:10])=[O:9])[CH2:6][C:5]2[CH:4]=[CH:3][C:2]([Cl:1])=[CH:32][CH:31]=2)[CH2:23][C:22]2[C:17](=[CH:18][CH:19]=[CH:20][CH:21]=2)[CH2:16]1)=[O:25])([CH3:30])([CH3:28])[CH3:29]. The catalyst class is: 30. (2) Reactant: [Cl:1][C:2]1[CH:36]=[C:35]([Cl:37])[CH:34]=[CH:33][C:3]=1[CH2:4][CH2:5][NH:6][C:7]([C:9]1[CH:31]=[CH:30][C:12]([O:13][C:14]2[CH:19]=[CH:18][C:17]([CH2:20][C:21]([O:23]C(C)(C)C)=[O:22])=[CH:16][C:15]=2[C:28]#[N:29])=[CH:11][C:10]=1[F:32])=[O:8].C(O)(C(F)(F)F)=O. Product: [Cl:1][C:2]1[CH:36]=[C:35]([Cl:37])[CH:34]=[CH:33][C:3]=1[CH2:4][CH2:5][NH:6][C:7]([C:9]1[CH:31]=[CH:30][C:12]([O:13][C:14]2[CH:19]=[CH:18][C:17]([CH2:20][C:21]([OH:23])=[O:22])=[CH:16][C:15]=2[C:28]#[N:29])=[CH:11][C:10]=1[F:32])=[O:8]. The catalyst class is: 4. (3) Reactant: [Br:1][C:2]1[CH:3]=[CH:4][CH:5]=[C:6]2[C:10]=1[NH:9][N:8]=[CH:7]2.S(OC)(O[CH3:15])(=O)=O. Product: [Br:1][C:2]1[C:10]2[C:6](=[CH:7][N:8]([CH3:15])[N:9]=2)[CH:5]=[CH:4][CH:3]=1. The catalyst class is: 11.